This data is from Catalyst prediction with 721,799 reactions and 888 catalyst types from USPTO. The task is: Predict which catalyst facilitates the given reaction. (1) Reactant: [OH:1][C:2]1[CH:9]=[CH:8][C:7]([O:10][CH3:11])=[CH:6][C:3]=1[CH:4]=O.C(=O)([O-])[O-].[K+].[K+].Br[CH2:19][C:20]([O:22][CH3:23])=[O:21]. Product: [CH3:11][O:10][C:7]1[CH:8]=[CH:9][C:2]2[O:1][C:19]([C:20]([O:22][CH3:23])=[O:21])=[CH:4][C:3]=2[CH:6]=1. The catalyst class is: 3. (2) Reactant: [Br:1][CH2:2][CH2:3][CH2:4][CH2:5][CH2:6][CH2:7][CH2:8][CH2:9][CH2:10][OH:11].[O:12]1[CH:17]=[CH:16][CH2:15][CH2:14][CH2:13]1.C1(C)C=CC(S([O-])(=O)=O)=CC=1.[NH+]1C=CC=CC=1. Product: [Br:1][CH2:2][CH2:3][CH2:4][CH2:5][CH2:6][CH2:7][CH2:8][CH2:9][CH2:10][O:11][CH:13]1[CH2:14][CH2:15][CH2:16][CH2:17][O:12]1. The catalyst class is: 4. (3) Reactant: [CH2:1]([O:4][C:5]1[C:6]([N+:22]([O-])=O)=[C:7]([NH:13][C:14]2[CH:19]=[CH:18][C:17]([I:20])=[CH:16][C:15]=2[F:21])[C:8]([F:12])=[C:9]([F:11])[CH:10]=1)[CH:2]=[CH2:3].[O-]S(S([O-])=O)=O.[Na+].[Na+]. Product: [CH2:1]([O:4][C:5]1[CH:10]=[C:9]([F:11])[C:8]([F:12])=[C:7]([NH:13][C:14]2[CH:19]=[CH:18][C:17]([I:20])=[CH:16][C:15]=2[F:21])[C:6]=1[NH2:22])[CH:2]=[CH2:3]. The catalyst class is: 40. (4) Reactant: C([O:3][CH:4](OCC)[CH2:5][N:6]([CH2:9][CH3:10])[CH2:7][CH3:8])C.Cl.[OH:15][S:16]([O-:18])=[O:17].[Na+:19].C(O)C. Product: [CH2:7]([N:6]([CH2:9][CH3:10])[CH2:5][CH:4]([OH:3])[S:16]([O-:18])(=[O:17])=[O:15])[CH3:8].[Na+:19]. The catalyst class is: 6.